This data is from Forward reaction prediction with 1.9M reactions from USPTO patents (1976-2016). The task is: Predict the product of the given reaction. The product is: [CH3:9][O:8][C:4]1[CH:3]=[C:2]([CH:7]=[CH:6][CH:5]=1)[O:10][C:11]1[CH:12]=[C:13]([CH:18]=[CH:19][CH:20]=1)[C:14]([O:16][CH3:17])=[O:15]. Given the reactants Br[C:2]1[CH:3]=[C:4]([O:8][CH3:9])[CH:5]=[CH:6][CH:7]=1.[OH:10][C:11]1[CH:12]=[C:13]([CH:18]=[CH:19][CH:20]=1)[C:14]([O:16][CH3:17])=[O:15].C(=O)([O-])[O-].[K+].[K+].C(Cl)Cl, predict the reaction product.